From a dataset of Catalyst prediction with 721,799 reactions and 888 catalyst types from USPTO. Predict which catalyst facilitates the given reaction. (1) Reactant: [CH3:1][O:2][C:3]1[C:8]([CH2:9][N:10]2[CH2:15][CH2:14][CH:13]([CH:16]=[C:17](Br)Br)[CH2:12][CH2:11]2)=[CH:7][CH:6]=[CH:5][N:4]=1.CCCCCC.C([Li])CCC.[Cl-].[NH4+]. Product: [CH3:1][O:2][C:3]1[C:8]([CH2:9][N:10]2[CH2:15][CH2:14][CH:13]([C:16]#[CH:17])[CH2:12][CH2:11]2)=[CH:7][CH:6]=[CH:5][N:4]=1. The catalyst class is: 7. (2) Reactant: [Cl:1][C:2]1[CH:11]=[C:6]([C:7]([O:9][CH3:10])=[O:8])[C:5]([OH:12])=[CH:4][CH:3]=1.C([O-])([O-])=O.[K+].[K+].Br[CH2:20][CH2:21][N:22]1[C:26](=[O:27])[C:25]2=[CH:28][CH:29]=[CH:30][CH:31]=[C:24]2[C:23]1=[O:32]. Product: [Cl:1][C:2]1[CH:3]=[CH:4][C:5]([O:12][CH2:20][CH2:21][N:22]2[C:23](=[O:32])[C:24]3[C:25](=[CH:28][CH:29]=[CH:30][CH:31]=3)[C:26]2=[O:27])=[C:6]([CH:11]=1)[C:7]([O:9][CH3:10])=[O:8]. The catalyst class is: 21. (3) Reactant: [N:1]1[N:2]=[C:3]([C:10]([O:12]CC)=O)[N:4]2[CH2:9][CH2:8][O:7][CH2:6][C:5]=12.O[Li].O.Cl.Cl.[C:20]([C:24]1[CH:34]=[CH:33][CH:32]=[CH:31][C:25]=1[O:26][CH2:27][CH2:28][NH:29][CH3:30])([CH3:23])([CH3:22])[CH3:21].CCN(C(C)C)C(C)C.F[P-](F)(F)(F)(F)F.N1(O[P+](N(C)C)(N(C)C)N(C)C)C2C=CC=CC=2N=N1. Product: [C:20]([C:24]1[CH:34]=[CH:33][CH:32]=[CH:31][C:25]=1[O:26][CH2:27][CH2:28][N:29]([CH3:30])[C:10]([C:3]1[N:4]2[C:5]([CH2:6][O:7][CH2:8][CH2:9]2)=[N:1][N:2]=1)=[O:12])([CH3:23])([CH3:21])[CH3:22]. The catalyst class is: 20.